Dataset: Experimentally validated miRNA-target interactions with 360,000+ pairs, plus equal number of negative samples. Task: Binary Classification. Given a miRNA mature sequence and a target amino acid sequence, predict their likelihood of interaction. (1) The miRNA is hsa-miR-555 with sequence AGGGUAAGCUGAACCUCUGAU. The protein sequence of the target gene is MGDTAKPYFVKRTKDRGTMDDDDFRRGHPQQDYLIIDDHAKGHGSKMEKGLQKKKITPGNYGNTPRKGPCAVSSNPYAFKNPIYSQPAWMNDSHKDQSKRWLSDEHTGNSDNWREFKPGPRIPVINRQRKDSFQENEDGYRWQDTRGCRTVRRLFHKDLTSLETTSEMEAGSPENKKQRSRPRKPRKTRNEENEQDGDLEGPVIDESVLSTKELLGLQQAEERLKRDCIDRLKRRPRNYPTAKYTCRLCDVLIESIAFAHKHIKEKRHKKNIKEKQEEELLTTLPPPTPSQINAVGIAID.... Result: 0 (no interaction). (2) The miRNA is mmu-miR-1968-5p with sequence UGCAGCUGUUAAGGAUGGUGGACU. The protein sequence of the target gene is MGLSPGAEGEYALRLPRIPPPLPKPASRTASTGPKDQPPALRRSAVPHSGLNSISPLELEESVGFAALVQLPAKQPPPGTLEQGRSIQQGEKAVVSLETTPSQKADWSSIPKPENEGKLIKQAAEGKPRPRPGDLIEIFRIGYEHWAIYVEDDCVVHLAPPSEEFEVGSITSIFSNRAVVKYSRLEDVLHGCSWKVNNKLDGTYLPLPVDKIIQRTKKMVNKIVQYSLIEGNCEHFVNGLRYGVPRSQQVEHALMEGAKAAGAVISAVVDSIKPKPITA. Result: 0 (no interaction).